Dataset: Full USPTO retrosynthesis dataset with 1.9M reactions from patents (1976-2016). Task: Predict the reactants needed to synthesize the given product. The reactants are: [H][H].[CH:3]1([C:6]([N:8]2[CH2:13][CH2:12][C:11]([CH2:15][N:16]3[C:21](=[O:22])[C:20]4[CH:23]=[N:24][N:25]([C:26]5[CH:31]=[CH:30][C:29]([C:32]6[CH2:37][CH2:36][N:35]([C:38]([O:40][C:41]([CH3:44])([CH3:43])[CH3:42])=[O:39])[CH2:34][CH:33]=6)=[CH:28][CH:27]=5)[C:19]=4[N:18]=[CH:17]3)([OH:14])[CH2:10][CH2:9]2)=[O:7])[CH2:5][CH2:4]1. Given the product [C:41]([O:40][C:38]([N:35]1[CH2:36][CH2:37][CH:32]([C:29]2[CH:30]=[CH:31][C:26]([N:25]3[C:19]4[N:18]=[CH:17][N:16]([CH2:15][C:11]5([OH:14])[CH2:10][CH2:9][N:8]([C:6]([CH:3]6[CH2:5][CH2:4]6)=[O:7])[CH2:13][CH2:12]5)[C:21](=[O:22])[C:20]=4[CH:23]=[N:24]3)=[CH:27][CH:28]=2)[CH2:33][CH2:34]1)=[O:39])([CH3:44])([CH3:42])[CH3:43], predict the reactants needed to synthesize it.